Dataset: NCI-60 drug combinations with 297,098 pairs across 59 cell lines. Task: Regression. Given two drug SMILES strings and cell line genomic features, predict the synergy score measuring deviation from expected non-interaction effect. (1) Synergy scores: CSS=24.9, Synergy_ZIP=-5.78, Synergy_Bliss=-0.656, Synergy_Loewe=-46.3, Synergy_HSA=-0.494. Cell line: A498. Drug 1: CC1=C2C(C(=O)C3(C(CC4C(C3C(C(C2(C)C)(CC1OC(=O)C(C(C5=CC=CC=C5)NC(=O)OC(C)(C)C)O)O)OC(=O)C6=CC=CC=C6)(CO4)OC(=O)C)O)C)O. Drug 2: CN(CCCl)CCCl.Cl. (2) Drug 1: CC1=C2C(C(=O)C3(C(CC4C(C3C(C(C2(C)C)(CC1OC(=O)C(C(C5=CC=CC=C5)NC(=O)OC(C)(C)C)O)O)OC(=O)C6=CC=CC=C6)(CO4)OC(=O)C)O)C)O. Drug 2: B(C(CC(C)C)NC(=O)C(CC1=CC=CC=C1)NC(=O)C2=NC=CN=C2)(O)O. Cell line: MALME-3M. Synergy scores: CSS=30.1, Synergy_ZIP=-0.515, Synergy_Bliss=-1.21, Synergy_Loewe=-4.10, Synergy_HSA=-1.23. (3) Drug 1: COC1=CC(=CC(=C1O)OC)C2C3C(COC3=O)C(C4=CC5=C(C=C24)OCO5)OC6C(C(C7C(O6)COC(O7)C8=CC=CS8)O)O. Drug 2: CC1C(C(=O)NC(C(=O)N2CCCC2C(=O)N(CC(=O)N(C(C(=O)O1)C(C)C)C)C)C(C)C)NC(=O)C3=C4C(=C(C=C3)C)OC5=C(C(=O)C(=C(C5=N4)C(=O)NC6C(OC(=O)C(N(C(=O)CN(C(=O)C7CCCN7C(=O)C(NC6=O)C(C)C)C)C)C(C)C)C)N)C. Cell line: BT-549. Synergy scores: CSS=14.7, Synergy_ZIP=-2.41, Synergy_Bliss=0.768, Synergy_Loewe=0.106, Synergy_HSA=0.664. (4) Drug 1: C1CC(C1)(C(=O)O)C(=O)O.[NH2-].[NH2-].[Pt+2]. Drug 2: COC1=NC(=NC2=C1N=CN2C3C(C(C(O3)CO)O)O)N. Cell line: UO-31. Synergy scores: CSS=2.47, Synergy_ZIP=-0.935, Synergy_Bliss=0.0941, Synergy_Loewe=-1.70, Synergy_HSA=-1.20.